Dataset: M1 muscarinic receptor agonist screen with 61,833 compounds. Task: Binary Classification. Given a drug SMILES string, predict its activity (active/inactive) in a high-throughput screening assay against a specified biological target. (1) The compound is O=c1[nH]c(=O)n(c2nc(n(CCC(C)C)c12)NCCN(C)C)C. The result is 0 (inactive). (2) The molecule is o1c(Cn2c(=O)c3c([nH]c2=O)cccc3)ccc1. The result is 0 (inactive). (3) The drug is O1c2c(OCC1)ccc(NC(=O)c1ccc(n3nc(cc3C)C)cc1)c2. The result is 0 (inactive). (4) The compound is O=C(N1CCN(CC1)Cc1ccccc1)c1noc(c1)c1cc(OC)c(OC)cc1. The result is 0 (inactive). (5) The molecule is S(c1n(c(nn1)C1CCCCC1)Cc1ccccc1)CC(=O)NCc1occc1. The result is 0 (inactive). (6) The drug is O(C(=O)c1ccc(NC(=O)CC(OCC)=O)cc1)CC. The result is 0 (inactive). (7) The drug is S1CC(/Nn2c(n3nc(cc3C)C)nnc12)=C1/c2c(N=C1)cccc2. The result is 0 (inactive). (8) The compound is OC(=O)C(Cc1n(nc(c1C(O)=O)C)c1ccccc1)(C)C. The result is 0 (inactive).